This data is from Catalyst prediction with 721,799 reactions and 888 catalyst types from USPTO. The task is: Predict which catalyst facilitates the given reaction. Reactant: [Cl:1][C:2]1[C:3]([C:9]2[N:14]=[C:13]([NH:15][CH2:16][CH:17]3[CH2:22][CH2:21][O:20][CH2:19][CH2:18]3)[CH:12]=[N:11][C:10]=2[C:23]([F:26])([F:25])[F:24])=[CH:4][C:5](F)=[N:6][CH:7]=1.[C@H:27]1([NH2:34])[CH2:32][CH2:31][C@H:30]([NH2:33])[CH2:29][CH2:28]1. Product: [Cl:1][C:2]1[C:3]([C:9]2[C:10]([C:23]([F:26])([F:25])[F:24])=[N:11][CH:12]=[C:13]([NH:15][CH2:16][CH:17]3[CH2:22][CH2:21][O:20][CH2:19][CH2:18]3)[N:14]=2)=[CH:4][C:5]([NH:33][C@H:30]2[CH2:31][CH2:32][C@H:27]([NH2:34])[CH2:28][CH2:29]2)=[N:6][CH:7]=1. The catalyst class is: 16.